This data is from Peptide-MHC class II binding affinity with 134,281 pairs from IEDB. The task is: Regression. Given a peptide amino acid sequence and an MHC pseudo amino acid sequence, predict their binding affinity value. This is MHC class II binding data. (1) The peptide sequence is APATPAAAGAEAGKA. The MHC is DRB1_0101 with pseudo-sequence DRB1_0101. The binding affinity (normalized) is 0.377. (2) The peptide sequence is DMGFDAAAPAPEHQP. The MHC is HLA-DQA10102-DQB10602 with pseudo-sequence HLA-DQA10102-DQB10602. The binding affinity (normalized) is 0.314. (3) The peptide sequence is CDEFINVPEWSYIVEKA. The MHC is DRB1_1302 with pseudo-sequence DRB1_1302. The binding affinity (normalized) is 0.309. (4) The peptide sequence is SVTIKLDGNLLSSND. The MHC is DRB1_0301 with pseudo-sequence DRB1_0301. The binding affinity (normalized) is 0.813. (5) The peptide sequence is TEMTNACKGMEWIAVKIQKF. The MHC is HLA-DQA10301-DQB10302 with pseudo-sequence HLA-DQA10301-DQB10302. The binding affinity (normalized) is 0.289. (6) The binding affinity (normalized) is 0.713. The MHC is HLA-DQA10102-DQB10602 with pseudo-sequence HLA-DQA10102-DQB10602. The peptide sequence is AAATAGTTVYNAFAA. (7) The peptide sequence is CSIVGWPAIRERMRRT. The MHC is DRB1_0405 with pseudo-sequence DRB1_0405. The binding affinity (normalized) is 0.671.